This data is from Forward reaction prediction with 1.9M reactions from USPTO patents (1976-2016). The task is: Predict the product of the given reaction. (1) Given the reactants C([O:5][C:6](=[O:17])[CH2:7][C@@:8]1([CH2:15][NH2:16])[CH2:14][C@@H:13]2[C@H:9]1[CH:10]=[CH:11][CH2:12]2)(C)(C)C, predict the reaction product. The product is: [NH2:16][CH2:15][C@:8]1([CH2:7][C:6]([OH:17])=[O:5])[CH2:14][C@@H:13]2[C@H:9]1[CH:10]=[CH:11][CH2:12]2. (2) Given the reactants [CH2:1](I)[CH:2]=[CH2:3].[C:5]1([CH:12]=[CH:11][C:9]([OH:10])=[CH:8][CH:7]=1)[OH:6].C([O-])([O-])=O.[K+].[K+].CC(C)=O, predict the reaction product. The product is: [CH2:1]([O:6][C:5]1[CH:12]=[CH:11][C:9]([OH:10])=[CH:8][CH:7]=1)[CH:2]=[CH2:3]. (3) The product is: [CH2:1]1[C:5]2[C:4](=[CH:9][CH:8]=[CH:7][CH:6]=2)[CH2:3][CH:2]1[C@H:10]1[NH:15][C:14](=[O:16])[C@@H:13]([CH:17]([CH2:18][CH3:19])[CH2:20][CH3:21])[N:12]([CH2:22][C:52]2[CH:53]=[CH:48][CH:49]=[CH:50][C:39]=2[C:38]([NH:35][CH3:36])=[O:64])[C:11]1=[O:32]. Given the reactants [CH2:1]1[C:9]2[C:4](=[CH:5][CH:6]=[CH:7][CH:8]=2)[CH2:3][CH:2]1[C@H:10]1[NH:15][C:14](=[O:16])[C@@H:13]([CH:17]([CH2:20][CH3:21])[CH2:18][CH3:19])[N:12]([CH2:22]C2C=CC=CC=2C(O)=O)[C:11]1=[O:32].C([N:35]([CH2:38][CH3:39])[CH2:36]C)C.F[B-](F)(F)F.N1(OC(N(C)C)=[N+](C)C)[C:49]2[CH:50]=C[CH:52]=[CH:53][C:48]=2N=N1.CN.[O:64]1CCCC1, predict the reaction product. (4) Given the reactants [CH:1]1([CH2:4][OH:5])[CH2:3][CH2:2]1.[H-].[Na+].Br.Cl[C:10]1[CH:11]=[CH:12][C:13]2[N:14]([C:16]([NH2:19])=[N:17][N:18]=2)[N:15]=1.O, predict the reaction product. The product is: [CH:1]1([CH2:4][O:5][C:10]2[CH:11]=[CH:12][C:13]3[N:14]([C:16]([NH2:19])=[N:17][N:18]=3)[N:15]=2)[CH2:3][CH2:2]1. (5) Given the reactants Cl[C:2]1[N:7]=[C:6]([CH:8]([CH:11]2[N:15]([CH2:16][CH3:17])[C:14]3[CH:18]=[CH:19][CH:20]=[CH:21][C:13]=3[NH:12]2)[C:9]#[N:10])[C:5]([CH3:22])=[CH:4][N:3]=1.Cl.[N:24]1([CH2:29][CH2:30][CH2:31][NH2:32])[CH:28]=[N:27][CH:26]=[N:25]1, predict the reaction product. The product is: [CH2:16]([N:15]1[C:14]2[CH:18]=[CH:19][CH:20]=[CH:21][C:13]=2[NH:12]/[C:11]/1=[C:8](\[C:6]1[C:5]([CH3:22])=[CH:4][N:3]=[C:2]([NH:32][CH2:31][CH2:30][CH2:29][N:24]2[CH:28]=[N:27][CH:26]=[N:25]2)[N:7]=1)/[C:9]#[N:10])[CH3:17]. (6) Given the reactants [CH2:1]([O:8][N:9]1[C:15](=[O:16])[N:14]2[CH2:17][CH:10]1[CH2:11][CH2:12][CH:13]2[C:18]([OH:20])=O)[C:2]1[CH:7]=[CH:6][CH:5]=[CH:4][CH:3]=1.Cl.C(N=C=NCCCN(C)C)C.ON1C2C=CC=CC=2N=N1.[N:43]1([NH2:49])[CH2:48][CH2:47][O:46][CH2:45][CH2:44]1, predict the reaction product. The product is: [CH2:1]([O:8][N:9]1[C:15](=[O:16])[N:14]2[CH2:17][CH:10]1[CH2:11][CH2:12][CH:13]2[C:18]([NH:49][N:43]1[CH2:48][CH2:47][O:46][CH2:45][CH2:44]1)=[O:20])[C:2]1[CH:3]=[CH:4][CH:5]=[CH:6][CH:7]=1.